Dataset: Full USPTO retrosynthesis dataset with 1.9M reactions from patents (1976-2016). Task: Predict the reactants needed to synthesize the given product. (1) Given the product [C:15]1([C:21]2[CH:25]=[C:24]([CH2:26][N:28]3[CH2:33][CH2:32][CH:31]([CH2:34][OH:35])[CH2:30][CH2:29]3)[O:23][N:22]=2)[CH:16]=[CH:17][CH:18]=[CH:19][CH:20]=1, predict the reactants needed to synthesize it. The reactants are: C(O[BH-](OC(=O)C)OC(=O)C)(=O)C.[Na+].[C:15]1([C:21]2[CH:25]=[C:24]([CH:26]=O)[O:23][N:22]=2)[CH:20]=[CH:19][CH:18]=[CH:17][CH:16]=1.[NH:28]1[CH2:33][CH2:32][CH:31]([CH2:34][OH:35])[CH2:30][CH2:29]1. (2) The reactants are: [BrH:1].[CH3:2][N:3]1[CH2:8][CH2:7][C:6](=O)[CH2:5][CH2:4]1.BrBr.[CH3:12][O:13][C:14]1[CH:19]=[C:18]([O:20][CH3:21])[CH:17]=[C:16]([O:22][CH3:23])[CH:15]=1. Given the product [BrH:1].[Br:1][CH:5]1[C:6]([C:15]2[C:16]([O:22][CH3:23])=[CH:17][C:18]([O:20][CH3:21])=[CH:19][C:14]=2[O:13][CH3:12])=[CH:7][CH2:8][N:3]([CH3:2])[CH2:4]1, predict the reactants needed to synthesize it. (3) Given the product [C:14]([O:1][C:2]1[CH:3]=[C:4]([CH:10]=[CH:11][CH:12]=1)[C:5]([O:7][CH2:8][CH3:9])=[O:6])([CH3:16])([CH3:15])[CH3:13], predict the reactants needed to synthesize it. The reactants are: [OH:1][C:2]1[CH:3]=[C:4]([CH:10]=[CH:11][CH:12]=1)[C:5]([O:7][CH2:8][CH3:9])=[O:6].[CH2:13]=[C:14]([CH3:16])[CH3:15].S(=O)(=O)(O)O. (4) Given the product [N+:6]([C:9]1[CH:14]=[CH:13][CH:12]=[CH:11][C:10]=1[C:15]1[N:16]=[C:17]2[CH:22]=[CH:21][CH:20]=[CH:19][N:18]2[C:23]=1[CH:29]=[O:30])([O-:8])=[O:7], predict the reactants needed to synthesize it. The reactants are: O=P(Cl)(Cl)Cl.[N+:6]([C:9]1[CH:14]=[CH:13][CH:12]=[CH:11][C:10]=1[C:15]1[N:16]=[C:17]2[CH:22]=[CH:21][CH:20]=[CH:19][N:18]2[CH:23]=1)([O-:8])=[O:7].[OH-].[Na+].CN([CH:29]=[O:30])C. (5) Given the product [S:1]1[C:5]([C:6](=[O:12])[CH2:7][CH2:8][CH2:9][CH2:10][O:28][C:19]2[C:20]([F:27])=[C:21]([F:26])[C:22]([F:25])=[C:23]([F:24])[C:18]=2[F:17])=[CH:4][C:3]2[CH:13]=[CH:14][CH:15]=[CH:16][C:2]1=2, predict the reactants needed to synthesize it. The reactants are: [S:1]1[C:5]([C:6](=[O:12])[CH2:7][CH2:8][CH2:9][CH2:10]Br)=[CH:4][C:3]2[CH:13]=[CH:14][CH:15]=[CH:16][C:2]1=2.[F:17][C:18]1[C:23]([F:24])=[C:22]([F:25])[C:21]([F:26])=[C:20]([F:27])[C:19]=1[OH:28].C(=O)([O-])[O-].[K+].[K+]. (6) Given the product [C:1]([O:5][C:6]([N:8]1[CH2:9][CH2:10][N:11]([C:14](=[O:28])[CH2:15][O:16][C:17]2[CH:22]=[CH:21][C:20]([C:23]([OH:25])=[O:24])=[C:19]([Cl:27])[CH:18]=2)[CH2:12][CH2:13]1)=[O:7])([CH3:4])([CH3:2])[CH3:3], predict the reactants needed to synthesize it. The reactants are: [C:1]([O:5][C:6]([N:8]1[CH2:13][CH2:12][N:11]([C:14](=[O:28])[CH2:15][O:16][C:17]2[CH:22]=[CH:21][C:20]([C:23]([O:25]C)=[O:24])=[C:19]([Cl:27])[CH:18]=2)[CH2:10][CH2:9]1)=[O:7])([CH3:4])([CH3:3])[CH3:2].C[Si](C)(C)[O-].[K+].[SiH3][O-].[K+]. (7) Given the product [CH3:44][O:43][C:42]([NH:41][C@@H:3]([CH:2]([CH3:46])[CH3:1])[C:4]([N:5]1[CH2:9][CH2:8][CH2:7][C@H:6]1[C:10]1[NH:11][C:12]([C:15]2[CH:16]=[C:17]3[C:29]4[C:30]5[C:20](=[CH:21][C:22]([C:48]6[NH:52][C:51]([C@@H:53]7[CH2:57][CH2:56][CH2:55][N:54]7[C:58]([O:60][C:61]([CH3:64])([CH3:63])[CH3:62])=[O:59])=[N:50][CH:49]=6)=[CH:23][C:24]=5[CH2:25][CH2:26][C:27]=4[CH:28]=2)[CH2:19][CH2:18]3)=[CH:13][N:14]=1)=[O:40])=[O:45], predict the reactants needed to synthesize it. The reactants are: [CH3:1][CH:2]([CH3:46])[C@H:3]([NH:41][C:42](=[O:45])[O:43][CH3:44])[C:4](=[O:40])[N:5]1[CH2:9][CH2:8][CH2:7][C@H:6]1[C:10]1[NH:11][C:12]([C:15]2[CH:28]=[C:27]3[C:29]4[C:30]5[C:24]([CH2:25][CH2:26]3)=[CH:23][C:22](B3OC(C)(C)C(C)(C)O3)=[CH:21][C:20]=5[CH2:19][CH2:18][C:17]=4[CH:16]=2)=[CH:13][N:14]=1.Br[C:48]1[NH:52][C:51]([C@@H:53]2[CH2:57][CH2:56][CH2:55][N:54]2[C:58]([O:60][C:61]([CH3:64])([CH3:63])[CH3:62])=[O:59])=[N:50][CH:49]=1.C([O-])([O-])=O.[K+].[K+]. (8) Given the product [CH2:12]([C:6]1([CH2:7][CH2:8][CH2:2][CH2:3][CH2:4][CH3:5])[C:7]2[CH:11]=[CH:10][S:9][C:8]=2[C:2]2[S:1][CH:5]=[CH:4][C:3]1=2)[CH2:13][CH2:14][CH2:15][CH2:16][CH3:17], predict the reactants needed to synthesize it. The reactants are: [S:1]1[CH:5]=[CH:4][C:3]2[CH2:6][C:7]3[CH:11]=[CH:10][S:9][C:8]=3[C:2]1=2.[CH2:12](Br)[CH2:13][CH2:14][CH2:15][CH2:16][CH3:17].[I-].[K+]. (9) Given the product [CH3:1][N:2]([CH3:7])[C:3]1[S:6][C:9]([C:10]([O:12][CH2:13][CH3:14])=[O:11])=[N:5][N:4]=1, predict the reactants needed to synthesize it. The reactants are: [CH3:1][N:2]([CH3:7])[C:3](=[S:6])[NH:4][NH2:5].Cl[C:9](=O)[C:10]([O:12][CH2:13][CH3:14])=[O:11].S(=O)(=O)(O)O. (10) Given the product [CH:1]1([C:5]2[NH:25][N:24]=[C:7]([NH:9][C:10]3[CH:15]=[CH:14][C:13]([N+:16]([O-:18])=[O:17])=[CH:12][CH:11]=3)[CH:6]=2)[CH2:4][CH2:3][CH2:2]1, predict the reactants needed to synthesize it. The reactants are: [CH:1]1([C:5](=O)[CH2:6][C:7]([NH:9][C:10]2[CH:15]=[CH:14][C:13]([N+:16]([O-:18])=[O:17])=[CH:12][CH:11]=2)=S)[CH2:4][CH2:3][CH2:2]1.C(O)(=O)C.[NH2:24][NH2:25].